This data is from Catalyst prediction with 721,799 reactions and 888 catalyst types from USPTO. The task is: Predict which catalyst facilitates the given reaction. (1) Product: [CH2:1]([N:3]([CH2:4][C:5]1[CH:10]=[CH:9][CH:8]=[CH:7][CH:6]=1)[C:20]([Cl:22])=[O:21])[CH3:2]. Reactant: [CH2:1]([NH:3][CH2:4][C:5]1[CH:10]=[CH:9][CH:8]=[CH:7][CH:6]=1)[CH3:2].C(N(C(C)C)CC)(C)C.[C:20](Cl)([Cl:22])=[O:21]. The catalyst class is: 2. (2) Reactant: Cl[CH2:2][C:3]([C:5]1[CH:6]=[C:7]2[C:11](=[CH:12][CH:13]=1)[C:10]([CH3:15])([CH3:14])[C:9](=[O:16])[C:8]2([CH3:18])[CH3:17])=[O:4].Cl.[N:20]1([C:26]2[C:30]3[CH:31]=[CH:32][CH:33]=[CH:34][C:29]=3[S:28][N:27]=2)[CH2:25][CH2:24][NH:23][CH2:22][CH2:21]1.C(=O)([O-])[O-].[K+].[K+].[I-].[Na+]. Product: [S:28]1[C:29]2[CH:34]=[CH:33][CH:32]=[CH:31][C:30]=2[C:26]([N:20]2[CH2:21][CH2:22][N:23]([CH2:2][C:3]([C:5]3[CH:6]=[C:7]4[C:11](=[CH:12][CH:13]=3)[C:10]([CH3:15])([CH3:14])[C:9](=[O:16])[C:8]4([CH3:18])[CH3:17])=[O:4])[CH2:24][CH2:25]2)=[N:27]1. The catalyst class is: 10. (3) Product: [CH2:22]([O:21][CH:5]([CH2:6][C:7]1[CH:8]=[CH:9][C:10]([OH:13])=[CH:11][CH:12]=1)[C:4]([O:3][CH2:1][CH3:2])=[O:24])[CH3:23]. Reactant: [CH2:1]([O:3][C:4](=[O:24])[C:5]([O:21][CH2:22][CH3:23])=[CH:6][C:7]1[CH:12]=[CH:11][C:10]([O:13]CC2C=CC=CC=2)=[CH:9][CH:8]=1)[CH3:2]. The catalyst class is: 78. (4) Reactant: [Cl:1][C:2]1[C:3]([CH2:12][O:13][C:14]2[CH:15]=[N:16][C:17]([CH:21]3[CH2:23][CH2:22]3)=[C:18]([Cl:20])[CH:19]=2)=[CH:4][C:5]([F:11])=[C:6]([CH:10]=1)[C:7]([OH:9])=O.CN(C(ON1N=NC2C=CC=NC1=2)=[N+](C)C)C.F[P-](F)(F)(F)(F)F.C(N(CC)C(C)C)(C)C.[N:57]1([S:61]([NH2:64])(=[O:63])=[O:62])[CH2:60][CH2:59][CH2:58]1. Product: [N:57]1([S:61]([NH:64][C:7](=[O:9])[C:6]2[CH:10]=[C:2]([Cl:1])[C:3]([CH2:12][O:13][C:14]3[CH:15]=[N:16][C:17]([CH:21]4[CH2:23][CH2:22]4)=[C:18]([Cl:20])[CH:19]=3)=[CH:4][C:5]=2[F:11])(=[O:63])=[O:62])[CH2:60][CH2:59][CH2:58]1. The catalyst class is: 4.